Dataset: Full USPTO retrosynthesis dataset with 1.9M reactions from patents (1976-2016). Task: Predict the reactants needed to synthesize the given product. (1) Given the product [NH2:1][CH2:4][CH2:5][O:6][CH2:7][CH2:8][NH:9][C:10](=[O:16])[O:11][C:12]([CH3:14])([CH3:13])[CH3:15], predict the reactants needed to synthesize it. The reactants are: [N:1]([CH2:4][CH2:5][O:6][CH2:7][CH2:8][NH:9][C:10](=[O:16])[O:11][C:12]([CH3:15])([CH3:14])[CH3:13])=[N+]=[N-].C1(C)C=CC=CC=1. (2) Given the product [CH2:1]([C@@:3]1([C:4]([O:6][CH3:16])=[O:5])[CH2:7][C:8]2[CH:13]=[CH:12][CH:11]=[CH:10][C:9]=2[O:15]1)[CH3:2], predict the reactants needed to synthesize it. The reactants are: [CH2:1]([C@:3]([OH:15])([CH2:7][C:8]1[CH:13]=[CH:12][CH:11]=[CH:10][C:9]=1F)[C:4]([OH:6])=[O:5])[CH3:2].[CH3:16]N(C=O)C.C1(C)C=CC=CC=1.[H-].[Na+]. (3) Given the product [CH:1]1([C:4]2[O:5][C:6]3[C:7](=[C:9]([C:17]#[N:18])[C:10]([CH3:16])=[C:11]([CH2:14][CH3:15])[C:12]=3[N:30]3[CH2:31][CH2:32][C@H:28]([N:27]([CH3:33])[CH3:26])[CH2:29]3)[N:8]=2)[CH2:3][CH2:2]1, predict the reactants needed to synthesize it. The reactants are: [CH:1]1([C:4]2[O:5][C:6]3[C:7](=[C:9]([C:17]#[N:18])[C:10]([CH3:16])=[C:11]([CH2:14][CH3:15])[C:12]=3F)[N:8]=2)[CH2:3][CH2:2]1.C(N(CC)CC)C.[CH3:26][N:27]([CH3:33])[C@H:28]1[CH2:32][CH2:31][NH:30][CH2:29]1.C(=O)([O-])O.[Na+].